Predict the product of the given reaction. From a dataset of Forward reaction prediction with 1.9M reactions from USPTO patents (1976-2016). (1) Given the reactants I[C:2]1[CH:10]=[CH:9][C:8]2[C:4](=[CH:5][N:6]([C:11]3[CH:16]=[CH:15][C:14]([F:17])=[CH:13][CH:12]=3)[N:7]=2)[CH:3]=1.[C:18]1([S:24]([O-:26])=[O:25])[CH:23]=[CH:22][CH:21]=[CH:20][CH:19]=1.[Na+], predict the reaction product. The product is: [F:17][C:14]1[CH:15]=[CH:16][C:11]([N:6]2[CH:5]=[C:4]3[C:8]([CH:9]=[CH:10][C:2]([S:24]([C:18]4[CH:23]=[CH:22][CH:21]=[CH:20][CH:19]=4)(=[O:26])=[O:25])=[CH:3]3)=[N:7]2)=[CH:12][CH:13]=1. (2) Given the reactants Cl.[NH2:2][C:3]([NH2:5])=[NH:4].CCC([O-])(C)C.[Na+].C[O:14][C:15](=O)[C:16]1[CH:21]=[CH:20][C:19]([CH:22]2[CH2:27][CH2:26][N:25]([C:28](=[O:30])[CH3:29])[CH2:24][CH2:23]2)=[C:18]([C:31]([F:34])([F:33])[F:32])[CH:17]=1.O, predict the reaction product. The product is: [C:28]([N:25]1[CH2:26][CH2:27][CH:22]([C:19]2[CH:20]=[CH:21][C:16]([C:15]([NH:4][C:3]([NH2:5])=[NH:2])=[O:14])=[CH:17][C:18]=2[C:31]([F:34])([F:32])[F:33])[CH2:23][CH2:24]1)(=[O:30])[CH3:29]. (3) Given the reactants [F:1][C:2]1[CH:7]=[CH:6][C:5]([O:8][CH3:9])=[CH:4][C:3]=1[C:10]1[CH:15]=[CH:14][C:13]([CH2:16]O)=[CH:12][C:11]=1[N:18]1[CH2:23][CH2:22][CH2:21][CH2:20][CH2:19]1.S(Cl)([Cl:26])=O, predict the reaction product. The product is: [Cl:26][CH2:16][C:13]1[CH:14]=[CH:15][C:10]([C:3]2[CH:4]=[C:5]([O:8][CH3:9])[CH:6]=[CH:7][C:2]=2[F:1])=[C:11]([N:18]2[CH2:23][CH2:22][CH2:21][CH2:20][CH2:19]2)[CH:12]=1.